Regression. Given a peptide amino acid sequence and an MHC pseudo amino acid sequence, predict their binding affinity value. This is MHC class II binding data. From a dataset of Peptide-MHC class II binding affinity with 134,281 pairs from IEDB. (1) The binding affinity (normalized) is 0.218. The MHC is HLA-DQA10501-DQB10301 with pseudo-sequence HLA-DQA10501-DQB10301. The peptide sequence is MVGTILEMLGHRLDD. (2) The peptide sequence is TAHLKRLWKMLDPRQ. The MHC is H-2-IAd with pseudo-sequence H-2-IAd. The binding affinity (normalized) is 0. (3) The peptide sequence is RTLGFQQQGTGGNGV. The MHC is DRB1_0101 with pseudo-sequence DRB1_0101. The binding affinity (normalized) is 0.346.